Predict the reactants needed to synthesize the given product. From a dataset of Full USPTO retrosynthesis dataset with 1.9M reactions from patents (1976-2016). (1) Given the product [NH2:8][C:5]1[C:4](=[N:9][NH:10][C:11]2[CH:16]=[CH:15][CH:14]=[C:13]([F:17])[CH:12]=2)[C:3]([CH2:2][NH:1][C:18](=[O:25])[C:19]2[CH:24]=[CH:23][N:22]=[CH:21][CH:20]=2)=[N:7][N:6]=1, predict the reactants needed to synthesize it. The reactants are: [NH2:1][CH2:2][C:3]1[C:4](=[N:9][NH:10][C:11]2[CH:16]=[CH:15][CH:14]=[C:13]([F:17])[CH:12]=2)[C:5]([NH2:8])=[N:6][N:7]=1.[C:18](O[C:18](=[O:25])[C:19]1[CH:24]=[CH:23][N:22]=[CH:21][CH:20]=1)(=[O:25])[C:19]1[CH:24]=[CH:23][N:22]=[CH:21][CH:20]=1.C(N(CC)CC)C.C(OCC)(=O)C. (2) Given the product [CH2:1]([O:3][C:4]([C@H:6]1[CH2:11][CH2:10][C@H:9]([C:12]2[C:13]([F:29])=[N:14][CH:15]=[CH:16][CH:17]=2)[CH2:8][CH2:7]1)=[O:5])[CH3:2], predict the reactants needed to synthesize it. The reactants are: [CH2:1]([O:3][C:4]([C@H:6]1[CH2:11][CH2:10][C@H:9]([C:12]2[C:13](N)=[N:14][CH:15]=[CH:16][CH:17]=2)[CH2:8][CH2:7]1)=[O:5])[CH3:2].N1C=CC=CC=1.N([O-])=O.[Na+].[FH:29]. (3) Given the product [CH2:3]([O:7][C:8]1[CH:9]=[CH:10][C:11]([NH:14][C:15](=[O:38])[N:16]([C:19]2[CH:20]=[C:21]([C:25]3[CH:26]=[CH:27][C:28]([CH2:31][CH2:32][C:33]([OH:35])=[O:34])=[CH:29][CH:30]=3)[CH:22]=[CH:23][CH:24]=2)[CH2:17][CH3:18])=[CH:12][CH:13]=1)[CH2:4][CH2:5][CH3:6], predict the reactants needed to synthesize it. The reactants are: [OH-].[Na+].[CH2:3]([O:7][C:8]1[CH:13]=[CH:12][C:11]([NH:14][C:15](=[O:38])[N:16]([C:19]2[CH:20]=[C:21]([C:25]3[CH:30]=[CH:29][C:28]([CH2:31][CH2:32][C:33]([O:35]CC)=[O:34])=[CH:27][CH:26]=3)[CH:22]=[CH:23][CH:24]=2)[CH2:17][CH3:18])=[CH:10][CH:9]=1)[CH2:4][CH2:5][CH3:6]. (4) Given the product [CH3:1][O:2][CH2:3][C:4]1[NH:5][CH:6]=[C:7]([CH3:9])[N:8]=1, predict the reactants needed to synthesize it. The reactants are: [CH3:1][O:2][CH2:3][C:4]1[NH:5][CH2:6][CH:7]([CH3:9])[N:8]=1.[Mn]([O-])(=O)(=O)=O.[K+].